This data is from Forward reaction prediction with 1.9M reactions from USPTO patents (1976-2016). The task is: Predict the product of the given reaction. (1) Given the reactants [NH2:1][C:2]1[C:3]([C:9]([C:11]2[C:12]([CH3:18])=[N:13][CH:14]=[CH:15][C:16]=2[CH3:17])=[O:10])=[N:4][CH:5]=[C:6]([Cl:8])[CH:7]=1.CN(C1C=CC=CN=1)C.[Cl:28][C:29]1[CH:30]=[C:31]([S:36](Cl)(=[O:38])=[O:37])[CH:32]=[CH:33][C:34]=1[Cl:35], predict the reaction product. The product is: [Cl:28][C:29]1[CH:30]=[C:31]([S:36]([NH:1][C:2]2[C:3]([C:9]([C:11]3[C:12]([CH3:18])=[N:13][CH:14]=[CH:15][C:16]=3[CH3:17])=[O:10])=[N:4][CH:5]=[C:6]([Cl:8])[CH:7]=2)(=[O:37])=[O:38])[CH:32]=[CH:33][C:34]=1[Cl:35]. (2) Given the reactants Cl[C:2]1[N:7]=[C:6]([NH:8][C:9]2[CH:18]=[CH:17][CH:16]=[CH:15][C:10]=2[C:11]([NH:13][CH3:14])=[O:12])[C:5]([Cl:19])=[CH:4][N:3]=1.[NH2:20][C:21]1[C:22]([O:34][CH3:35])=[CH:23][C:24]2[N:30]([CH3:31])[C:29](=[O:32])[O:28][CH2:27][CH2:26][C:25]=2[CH:33]=1, predict the reaction product. The product is: [Cl:19][C:5]1[C:6]([NH:8][C:9]2[CH:18]=[CH:17][CH:16]=[CH:15][C:10]=2[C:11]([NH:13][CH3:14])=[O:12])=[N:7][C:2]([NH:20][C:21]2[C:22]([O:34][CH3:35])=[CH:23][C:24]3[N:30]([CH3:31])[C:29](=[O:32])[O:28][CH2:27][CH2:26][C:25]=3[CH:33]=2)=[N:3][CH:4]=1. (3) Given the reactants [Br:1][C:2]1[CH:7]=[C:6]([C:8]2[C:20]3[C:19]([CH3:21])=[C:18]([CH3:22])[S:17][C:16]=3[C:15]([S:23][C:24]3[CH:29]=[CH:28][CH:27]=[CH:26][CH:25]=3)=[C:14]3[C:9]=2[CH:10]=[CH:11][CH:12]=[CH:13]3)[CH:5]=[C:4]([Br:30])[C:3]=1[OH:31].[C:32]([O:37]C)(=[O:36])[C@H:33]([CH3:35])O.BrBr, predict the reaction product. The product is: [Br:30][C:4]1[CH:5]=[C:6]([C:8]2[C:20]3[C:19]([CH3:21])=[C:18]([CH3:22])[S:17][C:16]=3[C:15]([S:23][C:24]3[CH:29]=[CH:28][CH:27]=[CH:26][CH:25]=3)=[C:14]3[C:9]=2[CH:10]=[CH:11][CH:12]=[CH:13]3)[CH:7]=[C:2]([Br:1])[C:3]=1[O:31][C@H:33]([CH3:35])[C:32]([OH:37])=[O:36]. (4) Given the reactants [OH:1][CH2:2][CH2:3][C@H:4]1[N:9]([C:10]([C:12]2[N:13]=[CH:14][N:15]([C@@H:23]3[CH2:28][CH2:27][CH2:26][CH2:25][C@@:24]3([OH:32])[CH2:29][O:30][CH3:31])[C:16]=2[C:17]2[CH:22]=[CH:21][CH:20]=[CH:19][CH:18]=2)=[O:11])[CH2:8][CH2:7][N:6]([C:33]([O:35][C:36]([CH3:39])([CH3:38])[CH3:37])=[O:34])[CH2:5]1.ClC(O[C:44]1[CH:49]=[CH:48][C:47]([N+:50]([O-])=O)=CC=1)=O.N1CCCC1.[C:58](=O)([O-])[OH:59].[Na+], predict the reaction product. The product is: [OH:32][C@@:24]1([CH2:29][O:30][CH3:31])[CH2:25][CH2:26][CH2:27][CH2:28][C@H:23]1[N:15]1[C:16]([C:17]2[CH:22]=[CH:21][CH:20]=[CH:19][CH:18]=2)=[C:12]([C:10]([N:9]2[CH2:8][CH2:7][N:6]([C:33]([O:35][C:36]([CH3:39])([CH3:38])[CH3:37])=[O:34])[CH2:5][C@H:4]2[CH2:3][CH2:2][O:1][C:58]([N:50]2[CH2:47][CH2:48][CH2:49][CH2:44]2)=[O:59])=[O:11])[N:13]=[CH:14]1. (5) Given the reactants C[O:2][CH:3](OC)[C:4]1[N:5]=[CH:6][C:7]2[CH2:13][CH2:12][C:11](=[O:14])[NH:10][C:8]=2[N:9]=1.CC1C=CC(S(O)(=O)=O)=CC=1.O, predict the reaction product. The product is: [O:14]=[C:11]1[NH:10][C:8]2[N:9]=[C:4]([CH:3]=[O:2])[N:5]=[CH:6][C:7]=2[CH2:13][CH2:12]1.